From a dataset of Experimentally validated miRNA-target interactions with 360,000+ pairs, plus equal number of negative samples. Binary Classification. Given a miRNA mature sequence and a target amino acid sequence, predict their likelihood of interaction. (1) The miRNA is hsa-miR-381-3p with sequence UAUACAAGGGCAAGCUCUCUGU. The protein sequence of the target gene is MGGFFSSIFSSLFGTREMRILILGLDGAGKTTILYRLQVGEVVTTIPTIGFNVETVTYKNLKFQVWDLGGQTSIRPYWRCYYSNTDAVIYVVDSCDRDRIGISKSELVAMLEEEELRKAILVVFANKQDMEQAMTSSEMANSLGLPALKDRKWQIFKTSATKGTGLDEAMEWLVETLKSRQ. Result: 1 (interaction). (2) The miRNA is hsa-miR-4285 with sequence GCGGCGAGUCCGACUCAU. The protein sequence of the target gene is MGTAAAAAAAGEGARGPSPAAVSLGLGVAVVSSLVNGSTFVLQKKGIVRAKRRGTSYLTDIVWWAGTIAMAVGQIGNFLAYTAVPTVLVTPLGALGVPFGSILASYLLKEKLNILGKLGCLLSCAGSVVLIIHSPKSESVTTQAELEEKLTNPVFVGYLCIVLLMLLLLIFWIAPAHGPTNIMVYISICSLLGSFTVPSTKGIGLAAQDILHNNPSSQRALCLCLVLLAVLGCSIIVQFRYINKALECFDSSVFGAIYYVVFTTLVLLASAILFREWSNVGLVDFLGMACGFTTVSVGIV.... Result: 0 (no interaction). (3) The miRNA is hsa-miR-6720-5p with sequence UUCCAGCCCUGGUAGGCGCCGCG. The protein sequence of the target gene is MGVKTFTHSSSSHSQEMLGKLNMLRNDGHFCDITIRVQDKIFRAHKVVLAACSDFFRTKLVGQAEDENKNVLDLHHVTVTGFIPLLEYAYTATLSINTENIIDVLAAASYMQMFSVASTCSEFMKSSILWNTPNSQPEKGLDAGQENNSNCNFTSRDGSISPVSSECSVVERTIPVCRESRRKRKSYIVMSPESPVKCGTQTSSPQVLNSSASYSENRNQPVDSSLAFPWTFPFGIDRRIQPEKVKQAENTRTLELPGPSETGRRMADYVTCESTKTTLPLGTEEDVRVKVERLSDEEVH.... Result: 1 (interaction).